Dataset: Full USPTO retrosynthesis dataset with 1.9M reactions from patents (1976-2016). Task: Predict the reactants needed to synthesize the given product. (1) Given the product [C:7]([CH:2]([SH:1])[C:3]([OH:5])=[O:4])([C:8]1[CH:13]=[CH:12][CH:11]=[CH:10][CH:9]=1)([C:20]1[CH:21]=[CH:22][CH:23]=[CH:24][CH:25]=1)[C:14]1[CH:15]=[CH:16][CH:17]=[CH:18][CH:19]=1, predict the reactants needed to synthesize it. The reactants are: [SH:1][CH2:2][C:3]([OH:5])=[O:4].Cl[C:7]([C:20]1[CH:25]=[CH:24][CH:23]=[CH:22][CH:21]=1)([C:14]1[CH:19]=[CH:18][CH:17]=[CH:16][CH:15]=1)[C:8]1[CH:13]=[CH:12][CH:11]=[CH:10][CH:9]=1.C(N(CC)CC)C. (2) Given the product [CH2:1]=[CH:2][CH2:3][CH2:4][CH2:5][CH2:6][CH2:7][CH2:8][CH2:9][CH2:10][CH2:11][CH2:12][CH2:13][CH2:14][CH3:15], predict the reactants needed to synthesize it. The reactants are: [CH2:1]=[CH:2][CH2:3][CH2:4][CH2:5][CH2:6][CH2:7][CH2:8][CH2:9][CH2:10][CH2:11][CH2:12][CH2:13][CH2:14][CH2:15]C.C=CCCCCCCCCCCCCCCC.C=CCCCCCCCCCCCCCCCC.C=CCCCCCCCCCCCCCCCCC. (3) The reactants are: O(P(O[C:18]1[N:19]([C:24]([O:26][C:27]([CH3:30])([CH3:29])[CH3:28])=[O:25])[CH2:20][CH2:21][O:22][CH:23]=1)(OC1C=CC=CC=1)=O)C1C=CC=CC=1.[C:31]([C:39]1[CH:44]=[CH:43][C:42](B(O)O)=[CH:41][CH:40]=1)(=[O:38])[C:32]1[CH:37]=[CH:36][CH:35]=[CH:34][CH:33]=1. Given the product [C:31]([C:39]1[CH:44]=[CH:43][C:42]([C:18]2[N:19]([C:24]([O:26][C:27]([CH3:28])([CH3:29])[CH3:30])=[O:25])[CH2:20][CH2:21][O:22][CH:23]=2)=[CH:41][CH:40]=1)(=[O:38])[C:32]1[CH:37]=[CH:36][CH:35]=[CH:34][CH:33]=1, predict the reactants needed to synthesize it. (4) Given the product [CH3:11][O:12][C:13]1[C:18]([CH:10]=[O:9])=[C:17]([Si:24]([CH3:27])([CH3:26])[CH3:25])[CH:16]=[C:15]([Si:19]([CH3:21])([CH3:20])[CH3:22])[N:14]=1, predict the reactants needed to synthesize it. The reactants are: C([Li])CCC.C1[CH2:10][O:9]CC1.[CH3:11][O:12][C:13]1[CH:18]=[CH:17][CH:16]=[C:15]([Si:19]([CH3:22])([CH3:21])[CH3:20])[N:14]=1.Cl[Si:24]([CH3:27])([CH3:26])[CH3:25]. (5) Given the product [Br:16][C:17]1[CH:26]=[C:25]2[C:20]([C:21]([NH:30][CH2:31][CH2:32][CH2:33][CH:34]([O:37][CH3:38])[O:35][CH3:36])=[C:22]([NH2:27])[CH:23]=[N:24]2)=[CH:19][CH:18]=1, predict the reactants needed to synthesize it. The reactants are: O.S(S([O-])=O)([O-])=O.[Na+].[Na+].C(=O)([O-])[O-].[K+].[K+].[Br:16][C:17]1[CH:26]=[C:25]2[C:20]([C:21]([NH:30][CH2:31][CH2:32][CH2:33][CH:34]([O:37][CH3:38])[O:35][CH3:36])=[C:22]([N+:27]([O-])=O)[CH:23]=[N:24]2)=[CH:19][CH:18]=1. (6) Given the product [Cl:1][C:2]1[CH:3]=[CH:4][C:5]([C@@:8]2([CH3:41])[C@:12]([C:14]3[CH:19]=[CH:18][C:17]([Cl:20])=[CH:16][CH:15]=3)([CH3:13])[N:11]([C:21]([N:45]3[CH2:44][CH2:43][N:42]([CH2:48][C:49]([N:51]4[CH2:52][CH2:53][CH2:54][CH2:55]4)=[O:50])[CH2:47][CH2:46]3)=[O:22])[C:10]([C:24]3[CH:29]=[CH:28][C:27]([S:30]([N:33]4[CH2:34][CH2:35][CH2:36][CH2:37]4)(=[O:31])=[O:32])=[CH:26][C:25]=3[O:38][CH2:39][CH3:40])=[N:9]2)=[CH:6][CH:7]=1, predict the reactants needed to synthesize it. The reactants are: [Cl:1][C:2]1[CH:7]=[CH:6][C:5]([C:8]2([CH3:41])[C:12]([C:14]3[CH:19]=[CH:18][C:17]([Cl:20])=[CH:16][CH:15]=3)([CH3:13])[N:11]([C:21](Cl)=[O:22])[C:10]([C:24]3[CH:29]=[CH:28][C:27]([S:30]([N:33]4[CH2:37][CH2:36][CH2:35][CH2:34]4)(=[O:32])=[O:31])=[CH:26][C:25]=3[O:38][CH2:39][CH3:40])=[N:9]2)=[CH:4][CH:3]=1.[N:42]1([CH2:48][C:49]([N:51]2[CH2:55][CH2:54][CH2:53][CH2:52]2)=[O:50])[CH2:47][CH2:46][NH:45][CH2:44][CH2:43]1. (7) Given the product [CH3:30][C:27]1[CH:28]=[CH:29][C:24]([C:22]([C:21]2[CH:31]=[CH:32][C:18]([NH:1][C:2]3[N:7]=[C:6]([C:8]4[N:12]5[CH:13]=[CH:14][CH:15]=[CH:16][C:11]5=[N:10][CH:9]=4)[CH:5]=[CH:4][N:3]=3)=[CH:19][CH:20]=2)=[O:23])=[CH:25][CH:26]=1, predict the reactants needed to synthesize it. The reactants are: [NH2:1][C:2]1[N:7]=[C:6]([C:8]2[N:12]3[CH:13]=[CH:14][CH:15]=[CH:16][C:11]3=[N:10][CH:9]=2)[CH:5]=[CH:4][N:3]=1.Br[C:18]1[CH:32]=[CH:31][C:21]([C:22]([C:24]2[CH:29]=[CH:28][C:27]([CH3:30])=[CH:26][CH:25]=2)=[O:23])=[CH:20][CH:19]=1. (8) Given the product [Cl:1][C:2]1[C:7]([C:8]2[CH:9]=[CH:10][CH:11]=[CH:12][CH:13]=2)=[N:6][N:5]=[C:4]2[NH:14][N:15]=[C:16]([C:17]3[CH:18]=[CH:19][CH:20]=[CH:21][CH:22]=3)[C:3]=12, predict the reactants needed to synthesize it. The reactants are: [Cl:1][C:2]1[C:7]([C:8]2[CH:13]=[CH:12][CH:11]=[CH:10][CH:9]=2)=[N:6][N:5]=[C:4]2[N:14](C=C)[N:15]=[C:16]([C:17]3[CH:22]=[CH:21][CH:20]=[CH:19][CH:18]=3)[C:3]=12.[Mn]([O-])(=O)(=O)=O.[K+]. (9) Given the product [OH:17][C:11]1[CH:12]=[C:13]([CH3:16])[CH:14]=[CH:15][C:10]=1[O:9][C:5]1[CH:4]=[CH:3][C:2]([C:19]2[S:18][CH:22]=[CH:21][CH:20]=2)=[CH:7][C:6]=1[OH:8], predict the reactants needed to synthesize it. The reactants are: Br[C:2]1[CH:3]=[CH:4][C:5]([O:9][C:10]2[CH:15]=[CH:14][C:13]([CH3:16])=[CH:12][C:11]=2[OH:17])=[C:6]([OH:8])[CH:7]=1.[S:18]1[CH:22]=[CH:21][CH:20]=[C:19]1B(O)O.C(=O)([O-])[O-].[Na+].[Na+].C1(C)C=CC=CC=1.